Dataset: Catalyst prediction with 721,799 reactions and 888 catalyst types from USPTO. Task: Predict which catalyst facilitates the given reaction. (1) Reactant: [CH2:1]([O:8][CH2:9][C:10]1[O:14][N:13]=[C:12]([C:15]([OH:17])=O)[CH:11]=1)[C:2]1[CH:7]=[CH:6][CH:5]=[CH:4][CH:3]=1.[O:18]1[CH2:23][CH2:22][CH:21]([CH2:24][NH2:25])[CH2:20][CH2:19]1.ON1C2C=CC=CC=2N=N1.Cl.C(N=C=NCCCN(C)C)C. Product: [O:18]1[CH2:23][CH2:22][CH:21]([CH2:24][NH:25][C:15]([C:12]2[CH:11]=[C:10]([CH2:9][O:8][CH2:1][C:2]3[CH:3]=[CH:4][CH:5]=[CH:6][CH:7]=3)[O:14][N:13]=2)=[O:17])[CH2:20][CH2:19]1. The catalyst class is: 22. (2) Reactant: CC1(C)C(C)(C)OB([C:9]2[CH:18]=[CH:17][C:12]3[NH:13][C:14](=[O:16])[NH:15][C:11]=3[CH:10]=2)O1.BrC1C=CC2NC(=O)NC=2C=1.[N+](C1C=C(C=CC=1)C=C1OC2C=CC=CC=2CC2C=CC=CC1=2)([O-])=O.Br[CH:57]=[C:58]1[C:64]2[CH:65]=[CH:66][C:67]([F:69])=[CH:68][C:63]=2[CH2:62][CH2:61][C:60]2[CH:70]=[C:71]([F:74])[CH:72]=[CH:73][C:59]1=2.C([O-])([O-])=O.[Na+].[Na+]. Product: [F:69][C:67]1[CH:66]=[CH:65][C:64]2[C:58](=[CH:57][C:9]3[CH:18]=[CH:17][C:12]4[NH:13][C:14](=[O:16])[NH:15][C:11]=4[CH:10]=3)[C:59]3[CH:73]=[CH:72][C:71]([F:74])=[CH:70][C:60]=3[CH2:61][CH2:62][C:63]=2[CH:68]=1. The catalyst class is: 203.